Dataset: Forward reaction prediction with 1.9M reactions from USPTO patents (1976-2016). Task: Predict the product of the given reaction. (1) Given the reactants CC([O-])(C)C.[K+].[CH3:7][C:8]1[NH:12][N:11]=[C:10]([C:13]2[O:17][N:16]=[C:15]([C:18]3[CH:23]=[CH:22][C:21]([C:24]4([C:27]([F:30])([F:29])[F:28])[CH2:26][CH2:25]4)=[CH:20][CH:19]=3)[N:14]=2)[CH:9]=1.CS(O[CH2:36][C:37]1[CH:38]=[N:39][C:40]([Cl:43])=[CH:41][CH:42]=1)(=O)=O.O, predict the reaction product. The product is: [Cl:43][C:40]1[CH:41]=[CH:42][C:37]([CH2:36][N:12]2[C:8]([CH3:7])=[CH:9][C:10]([C:13]3[O:17][N:16]=[C:15]([C:18]4[CH:19]=[CH:20][C:21]([C:24]5([C:27]([F:28])([F:30])[F:29])[CH2:26][CH2:25]5)=[CH:22][CH:23]=4)[N:14]=3)=[N:11]2)=[CH:38][N:39]=1. (2) Given the reactants Cl.[F:2][C:3]1([F:9])[CH2:8][CH2:7][NH:6][CH2:5][CH2:4]1.[C:10]([N:27]=[C:28]=[S:29])(=[O:26])[O:11][CH2:12][CH:13]1[C:25]2[CH:24]=[CH:23][CH:22]=[CH:21][C:20]=2[C:19]2[C:14]1=[CH:15][CH:16]=[CH:17][CH:18]=2.C([O-])(O)=O.[Na+], predict the reaction product. The product is: [F:2][C:3]1([F:9])[CH2:8][CH2:7][N:6]([C:28]([NH:27][C:10](=[O:26])[O:11][CH2:12][CH:13]2[C:14]3[CH:15]=[CH:16][CH:17]=[CH:18][C:19]=3[C:20]3[C:25]2=[CH:24][CH:23]=[CH:22][CH:21]=3)=[S:29])[CH2:5][CH2:4]1. (3) Given the reactants Br[C:2]1[CH:3]=[CH:4][C:5]2[O:6][CH2:7][C:8](=[O:12])[NH:9][C:10]=2[N:11]=1.[C:13]1(/[CH:19]=[CH:20]/B(O)O)[CH:18]=[CH:17][CH:16]=[CH:15][CH:14]=1.C([O-])([O-])=O.[K+].[K+], predict the reaction product. The product is: [CH:20](/[C:2]1[CH:3]=[CH:4][C:5]2[O:6][CH2:7][C:8](=[O:12])[NH:9][C:10]=2[N:11]=1)=[CH:19]\[C:13]1[CH:18]=[CH:17][CH:16]=[CH:15][CH:14]=1. (4) The product is: [CH2:1]([N:8]1[CH2:13][CH2:12][CH:11]([C:14]([NH:16][C:17]2[CH:22]=[CH:21][C:20]([CH2:23][NH:24][C:25]3[C:34]4[C:29](=[CH:30][C:31]([CH3:35])=[CH:32][CH:33]=4)[N:28]=[C:27]([N:38]([CH3:39])[CH3:37])[N:26]=3)=[CH:19][CH:18]=2)=[O:15])[CH2:10][CH2:9]1)[C:2]1[CH:7]=[CH:6][CH:5]=[CH:4][CH:3]=1. Given the reactants [CH2:1]([N:8]1[CH2:13][CH2:12][CH:11]([C:14]([NH:16][C:17]2[CH:22]=[CH:21][C:20]([CH2:23][NH:24][C:25]3[C:34]4[C:29](=[CH:30][C:31]([CH3:35])=[CH:32][CH:33]=4)[N:28]=[C:27](Cl)[N:26]=3)=[CH:19][CH:18]=2)=[O:15])[CH2:10][CH2:9]1)[C:2]1[CH:7]=[CH:6][CH:5]=[CH:4][CH:3]=1.[CH3:37][NH:38][CH3:39], predict the reaction product. (5) Given the reactants [Cl:1][C:2]1[C:7]([N+:8]([O-:10])=[O:9])=[CH:6][CH:5]=[C:4]([Cl:11])[C:3]=1[S:12](Cl)(=[O:14])=[O:13].[CH:16]([O:19][CH2:20][CH2:21][NH2:22])([CH3:18])[CH3:17].C(N(CC)CC)C, predict the reaction product. The product is: [CH:16]([O:19][CH2:20][CH2:21][NH:22][S:12]([C:3]1[C:4]([Cl:11])=[CH:5][CH:6]=[C:7]([N+:8]([O-:10])=[O:9])[C:2]=1[Cl:1])(=[O:14])=[O:13])([CH3:18])[CH3:17]. (6) Given the reactants O([C:12]([O:14][CH2:15][C:16]1[CH:21]=[CH:20][CH:19]=[CH:18][CH:17]=1)=[O:13])[C:12]([O:14][CH2:15][C:16]1[CH:21]=[CH:20][CH:19]=[CH:18][CH:17]=1)=[O:13].[CH:22]([C:25]1[CH:26]=[CH:27][C:28]([O:52][CH3:53])=[C:29]([C:31]2[CH:36]=[CH:35][C:34]([C:37]([F:40])([F:39])[F:38])=[CH:33][C:32]=2[CH2:41][NH:42][CH2:43][CH:44]([C:46]2[CH:51]=[CH:50][CH:49]=[CH:48][N:47]=2)[OH:45])[CH:30]=1)([CH3:24])[CH3:23], predict the reaction product. The product is: [OH:45][CH:44]([C:46]1[CH:51]=[CH:50][CH:49]=[CH:48][N:47]=1)[CH2:43][N:42]([CH2:41][C:32]1[CH:33]=[C:34]([C:37]([F:39])([F:40])[F:38])[CH:35]=[CH:36][C:31]=1[C:29]1[CH:30]=[C:25]([CH:22]([CH3:24])[CH3:23])[CH:26]=[CH:27][C:28]=1[O:52][CH3:53])[C:12](=[O:13])[O:14][CH2:15][C:16]1[CH:17]=[CH:18][CH:19]=[CH:20][CH:21]=1. (7) Given the reactants [C:1]([C:3]1[CH:8]=[CH:7][C:6]([CH2:9][C:10]([OH:12])=O)=[CH:5][CH:4]=1)#[N:2].[C:13]1([S:19]([NH:22][C:23]2[CH:24]=[CH:25][C:26]([CH3:30])=[C:27]([CH:29]=2)[NH2:28])(=[O:21])=[O:20])[CH:18]=[CH:17][CH:16]=[CH:15][CH:14]=1, predict the reaction product. The product is: [C:13]1([S:19]([NH:22][C:23]2[CH:24]=[CH:25][C:26]([CH3:30])=[C:27]([NH:28][C:10]([CH2:9][C:6]3[CH:5]=[CH:4][C:3]([C:1]#[N:2])=[CH:8][CH:7]=3)=[O:12])[CH:29]=2)(=[O:20])=[O:21])[CH:18]=[CH:17][CH:16]=[CH:15][CH:14]=1. (8) The product is: [C@@H:6]1([O:24][C:25]2[C:29]([CH2:30][C:31]3[CH:32]=[CH:33][C:34]([CH2:37][CH2:38][CH2:39][C:40](=[O:41])[NH:46][C@@H:47]([CH3:50])[CH2:48][OH:49])=[CH:35][CH:36]=3)=[C:28]([CH:43]([CH3:45])[CH3:44])[NH:27][N:26]=2)[O:7][C@H:8]([CH2:19][OH:20])[C@H:9]([OH:15])[C@H:10]([OH:11])[C@H:5]1[OH:4]. Given the reactants C([O:4][C@@H:5]1[C@@H:10]([O:11]C(=O)C)[C@@H:9]([O:15]C(=O)C)[C@@H:8]([CH2:19][O:20]C(=O)C)[O:7][C@H:6]1[O:24][C:25]1[C:29]([CH2:30][C:31]2[CH:36]=[CH:35][C:34](/[CH:37]=[CH:38]/[CH2:39][C:40](O)=[O:41])=[CH:33][CH:32]=2)=[C:28]([CH:43]([CH3:45])[CH3:44])[NH:27][N:26]=1)(=O)C.[NH2:46][C@@H:47]([CH3:50])[CH2:48][OH:49].Cl.NCC(N)=O, predict the reaction product. (9) Given the reactants [Cl:1][C:2]1[CH:7]=[CH:6][C:5]([C:8]2[N:12]([C:13]3[CH:18]=[CH:17][C:16]([Cl:19])=[CH:15][C:14]=3[Cl:20])[N:11]=[C:10]([C:21]#[N:22])[C:9]=2[CH3:23])=[CH:4][CH:3]=1.[CH:24]1([C:29]([NH:31][NH2:32])=O)[CH2:28][CH2:27][CH2:26][CH2:25]1.C(=O)([O-])[O-].[K+].[K+].CO, predict the reaction product. The product is: [Cl:1][C:2]1[CH:3]=[CH:4][C:5]([C:8]2[N:12]([C:13]3[CH:18]=[CH:17][C:16]([Cl:19])=[CH:15][C:14]=3[Cl:20])[N:11]=[C:10]([C:21]3[N:22]=[C:29]([CH:24]4[CH2:28][CH2:27][CH2:26][CH2:25]4)[NH:31][N:32]=3)[C:9]=2[CH3:23])=[CH:6][CH:7]=1.